This data is from Reaction yield outcomes from USPTO patents with 853,638 reactions. The task is: Predict the reaction yield, written as a fraction of the theoretical maximum amount of product (1.0 means a 100% yield; for example, 0.34 means a 34% yield). (1) The yield is 0.500. The product is [CH2:1]([NH:8][CH2:9][C@@H:10]([OH:14])[C@H:11]([OH:13])[CH3:12])[C:2]1[CH:7]=[CH:6][CH:5]=[CH:4][CH:3]=1. The reactants are [CH2:1]([NH:8][C:9](=O)[C@@H:10]([OH:14])[C@H:11]([OH:13])[CH3:12])[C:2]1[CH:7]=[CH:6][CH:5]=[CH:4][CH:3]=1.[H-].[Al+3].[Li+].[H-].[H-].[H-]. The catalyst is C1COCC1. (2) The reactants are [N:1]1([C:7]([O:9][C:10]([CH3:13])([CH3:12])[CH3:11])=[O:8])[CH2:6][CH2:5][NH:4][CH2:3][CH2:2]1.Br[CH2:15][CH:16]1[CH2:18][CH2:17]1.C(N(CC)CC)C.C(=O)(O)[O-].[Na+]. The catalyst is ClCCl. The product is [CH:16]1([CH2:15][N:4]2[CH2:5][CH2:6][N:1]([C:7]([O:9][C:10]([CH3:13])([CH3:12])[CH3:11])=[O:8])[CH2:2][CH2:3]2)[CH2:18][CH2:17]1. The yield is 0.625. (3) The reactants are [C:1]([C:3]1[C:8]([F:9])=[C:7]([F:10])[C:6]([NH:11][S:12]([CH3:15])(=[O:14])=[O:13])=[C:5]([F:16])[C:4]=1[F:17])#[N:2].[ClH:18]. The catalyst is CO.CCOCC.[Pd]. The product is [ClH:18].[F:17][C:4]1[C:5]([F:16])=[C:6]([NH:11][S:12]([CH3:15])(=[O:14])=[O:13])[C:7]([F:10])=[C:8]([F:9])[C:3]=1[CH2:1][NH2:2]. The yield is 0.590. (4) The reactants are [F:1][C:2]1[CH:7]=[C:6](I)[C:5]([CH3:9])=[CH:4][N:3]=1.[S:10]1[CH:14]=[CH:13][C:12]2[CH:15]=[CH:16][CH:17]=[C:18](B3OC(C)(C)C(C)(C)O3)[C:11]1=2.ClCCl.C(=O)([O-])[O-].[Na+].[Na+]. The catalyst is C(Cl)(Cl)Cl.C(O)(C)C.C1C=CC(P(C2C=CC=CC=2)[C-]2C=CC=C2)=CC=1.C1C=CC(P(C2C=CC=CC=2)[C-]2C=CC=C2)=CC=1.Cl[Pd]Cl.[Fe+2].C(P(C(C)(C)C)C1C=CC=CC=1C1C=CC=CC=1)(C)(C)C.C1COCC1. The product is [S:10]1[CH:14]=[CH:13][C:12]2[CH:15]=[CH:16][CH:17]=[C:18]([C:6]3[C:5]([CH3:9])=[CH:4][N:3]=[C:2]([F:1])[CH:7]=3)[C:11]1=2. The yield is 0.820. (5) The reactants are [CH2:1]([O:3][C:4]([C:6]1[NH:10][C:9]2[S:11][CH:12]=[CH:13][C:8]=2[CH:7]=1)=[O:5])[CH3:2].[Cl:14]N1C(=O)CCC1=O. The catalyst is C(O)(=O)C.C(Cl)(Cl)Cl. The yield is 0.480. The product is [CH2:1]([O:3][C:4]([C:6]1[NH:10][C:9]2[S:11][C:12]([Cl:14])=[CH:13][C:8]=2[CH:7]=1)=[O:5])[CH3:2]. (6) The reactants are [C:1]([O:5][C:6]([CH2:8]/[N:9]=[CH:10]/[C:11]1[CH:20]=[CH:19][C:14]([C:15]([O:17][CH3:18])=[O:16])=[CH:13][CH:12]=1)=[O:7])([CH3:4])([CH3:3])[CH3:2].[BH4-].[Na+]. The catalyst is CO. The product is [C:1]([O:5][C:6]([CH2:8][NH:9][CH2:10][C:11]1[CH:12]=[CH:13][C:14]([C:15]([O:17][CH3:18])=[O:16])=[CH:19][CH:20]=1)=[O:7])([CH3:4])([CH3:2])[CH3:3]. The yield is 0.770. (7) The reactants are [CH3:1][N:2]([CH3:20])[CH2:3][CH2:4][CH2:5][O:6][C:7]1[CH:12]=[CH:11][C:10]([NH2:13])=[CH:9][C:8]=1[C:14]1[N:15]([CH3:19])[N:16]=[CH:17][CH:18]=1.[CH3:21][C:22]1[CH:27]=[CH:26][C:25]([N:28]=[C:29]=[O:30])=[CH:24][CH:23]=1. The catalyst is C(Cl)Cl. The product is [CH3:20][N:2]([CH3:1])[CH2:3][CH2:4][CH2:5][O:6][C:7]1[CH:12]=[CH:11][C:10]([NH:13][C:29]([NH:28][C:25]2[CH:26]=[CH:27][C:22]([CH3:21])=[CH:23][CH:24]=2)=[O:30])=[CH:9][C:8]=1[C:14]1[N:15]([CH3:19])[N:16]=[CH:17][CH:18]=1. The yield is 0.910.